This data is from Full USPTO retrosynthesis dataset with 1.9M reactions from patents (1976-2016). The task is: Predict the reactants needed to synthesize the given product. (1) Given the product [CH:1]1([CH2:4][O:5][C:6]2[CH:14]=[CH:13][C:12]([S:15]([CH3:18])(=[O:17])=[O:16])=[CH:11][C:7]=2[C:8]([N:22]2[CH2:23][CH2:24][N:19]([C:25]3[S:26][C:27]([C:30]#[N:31])=[CH:28][N:29]=3)[CH2:20][CH2:21]2)=[O:10])[CH2:2][CH2:3]1, predict the reactants needed to synthesize it. The reactants are: [CH:1]1([CH2:4][O:5][C:6]2[CH:14]=[CH:13][C:12]([S:15]([CH3:18])(=[O:17])=[O:16])=[CH:11][C:7]=2[C:8]([OH:10])=O)[CH2:3][CH2:2]1.[N:19]1([C:25]2[S:26][C:27]([C:30]#[N:31])=[CH:28][N:29]=2)[CH2:24][CH2:23][NH:22][CH2:21][CH2:20]1. (2) Given the product [CH3:33][NH:35][C:23](=[O:25])[C:22]1[CH:26]=[CH:27][C:19]([N:16]2[CH2:15][CH2:14][N:13]([CH2:12][C:9]3[CH:10]=[N:11][C:5]4[N:4]5[CH2:28][CH2:29][CH2:30][CH2:31][C@H:3]5[C:2](=[O:1])[NH:7][C:6]=4[CH:8]=3)[CH2:18][CH2:17]2)=[CH:20][CH:21]=1, predict the reactants needed to synthesize it. The reactants are: [O:1]=[C:2]1[NH:7][C:6]2[CH:8]=[C:9]([CH2:12][N:13]3[CH2:18][CH2:17][N:16]([C:19]4[CH:27]=[CH:26][C:22]([C:23]([OH:25])=O)=[CH:21][CH:20]=4)[CH2:15][CH2:14]3)[CH:10]=[N:11][C:5]=2[N:4]2[CH2:28][CH2:29][CH2:30][CH2:31][C@@H:3]12.Cl.[CH2:33]([N:35]=C=NCCCN(C)C)C.O.N1(O)C2C=CC=CC=2N=N1.CN1CCOCC1.Cl.CN.